Dataset: Full USPTO retrosynthesis dataset with 1.9M reactions from patents (1976-2016). Task: Predict the reactants needed to synthesize the given product. (1) Given the product [C:37]([C:31]1([NH:30][C:14](=[O:16])[C@@H:13]([NH:17][C@@H:18]([C:23]2[CH:28]=[CH:27][C:26]([F:29])=[CH:25][CH:24]=2)[C:19]([F:20])([F:21])[F:22])[CH2:12][S:9]([CH2:8][C:5]2[CH:6]=[CH:7][C:2]([F:1])=[CH:3][CH:4]=2)(=[O:10])=[O:11])[CH2:36][CH2:35][S:34][CH2:33][CH2:32]1)#[N:38], predict the reactants needed to synthesize it. The reactants are: [F:1][C:2]1[CH:7]=[CH:6][C:5]([CH2:8][S:9]([CH2:12][C@H:13]([NH:17][C@@H:18]([C:23]2[CH:28]=[CH:27][C:26]([F:29])=[CH:25][CH:24]=2)[C:19]([F:22])([F:21])[F:20])[C:14]([OH:16])=O)(=[O:11])=[O:10])=[CH:4][CH:3]=1.[NH2:30][C:31]1([C:37]#[N:38])[CH2:36][CH2:35][S:34][CH2:33][CH2:32]1.C(NC(C)C)(C)C.F[P-](F)(F)(F)(F)F.N1(OC(N(C)C)=[N+](C)C)C2N=CC=CC=2N=N1. (2) Given the product [CH2:15]([O:14][C@H:13]1[C@H:12]([O:22][CH2:23][C:24]2[CH:25]=[CH:26][CH:27]=[CH:28][CH:29]=2)[C@@H:11]([O:30][CH2:31][C:32]2[CH:37]=[CH:36][CH:35]=[CH:34][CH:33]=2)[C@@:10]([C:40]2[CH:45]=[CH:44][C:43]([Cl:46])=[C:42]([CH2:47][C:48]3[CH:49]=[CH:50][C:51]([O:54][CH2:55][C:56]4[CH:61]=[CH:60][CH:59]=[CH:58][CH:57]=4)=[CH:52][CH:53]=3)[CH:41]=2)([O:38][CH3:39])[O:9][C@@H:8]1[CH2:7][OH:6])[C:16]1[CH:17]=[CH:18][CH:19]=[CH:20][CH:21]=1, predict the reactants needed to synthesize it. The reactants are: C([Si](C)(C)[O:6][CH2:7][C@@H:8]1[C@@H:13]([O:14][CH2:15][C:16]2[CH:21]=[CH:20][CH:19]=[CH:18][CH:17]=2)[C@H:12]([O:22][CH2:23][C:24]2[CH:29]=[CH:28][CH:27]=[CH:26][CH:25]=2)[C@@H:11]([O:30][CH2:31][C:32]2[CH:37]=[CH:36][CH:35]=[CH:34][CH:33]=2)[C@@:10]([C:40]2[CH:45]=[CH:44][C:43]([Cl:46])=[C:42]([CH2:47][C:48]3[CH:53]=[CH:52][C:51]([O:54][CH2:55][C:56]4[CH:61]=[CH:60][CH:59]=[CH:58][CH:57]=4)=[CH:50][CH:49]=3)[CH:41]=2)([O:38][CH3:39])[O:9]1)(C)(C)C.[F-].C([N+](CCCC)(CCCC)CCCC)CCC. (3) The reactants are: COCCN(S(F)(F)[F:11])CCOC.[C:14]([O:18][C:19]([N:21]1[CH2:26][CH2:25][C:24]([C:28]2[CH:33]=[CH:32][C:31]([Br:34])=[CH:30][CH:29]=2)(O)[CH2:23][CH2:22]1)=[O:20])([CH3:17])([CH3:16])[CH3:15]. Given the product [C:14]([O:18][C:19]([N:21]1[CH2:26][CH2:25][C:24]([C:28]2[CH:33]=[CH:32][C:31]([Br:34])=[CH:30][CH:29]=2)([F:11])[CH2:23][CH2:22]1)=[O:20])([CH3:17])([CH3:16])[CH3:15], predict the reactants needed to synthesize it.